From a dataset of Reaction yield outcomes from USPTO patents with 853,638 reactions. Predict the reaction yield, written as a fraction of the theoretical maximum amount of product (1.0 means a 100% yield; for example, 0.34 means a 34% yield). (1) The reactants are [CH3:1][O:2][C:3]1[CH:11]=[C:10]([O:12][CH3:13])[CH:9]=[CH:8][C:4]=1[C:5]([OH:7])=[O:6].[Br:14]Br. The catalyst is C(Cl)(Cl)Cl. The product is [Br:14][C:9]1[C:10]([O:12][CH3:13])=[CH:11][C:3]([O:2][CH3:1])=[C:4]([CH:8]=1)[C:5]([OH:7])=[O:6]. The yield is 0.780. (2) The reactants are [CH3:1][O:2][C:3]1[CH:8]=[CH:7][C:6]([NH2:9])=[CH:5][CH:4]=1.Cl.[N:11]([O-])=O.[Na+].[OH-].[Na+].[OH:17][C:18]1[C:23](CO)=[CH:22][C:21]([CH3:26])=[CH:20][C:19]=1[CH2:27][OH:28]. The catalyst is O.S(=O)(=O)(O)N.C(O)C. The product is [OH:28][CH2:27][C:19]1[CH:20]=[C:21]([CH3:26])[CH:22]=[C:23]([N:11]=[N:9][C:6]2[CH:7]=[CH:8][C:3]([O:2][CH3:1])=[CH:4][CH:5]=2)[C:18]=1[OH:17]. The yield is 0.810. (3) The reactants are [Br:1][C:2]1[CH:3]=[C:4]2[C:9](=[CH:10][CH:11]=1)[O:8]C(=O)[CH2:6][C:5]2([CH3:14])[CH3:13].[CH2:15]([Mg]Br)C.Cl.C([O:23][CH2:24][CH3:25])(=O)C. The catalyst is O1CCCC1.CCCCCC. The product is [Br:1][C:2]1[CH:11]=[CH:10][C:9]([OH:8])=[C:4]([C:5]([CH3:13])([CH3:14])[CH2:6][C:24]([OH:23])([CH3:25])[CH3:15])[CH:3]=1. The yield is 1.00. (4) The reactants are [CH3:1][C@@H:2]1[CH2:6][CH2:5][C:4](=C(C)C)[CH:3]1[C:10]([O:12][CH2:13][CH3:14])=[O:11].C(=O)=[O:16].C(O)(C)C. The product is [CH3:1][C@@H:2]1[CH2:6][CH2:5][C:4](=[O:16])[CH:3]1[C:10]([O:12][CH2:13][CH3:14])=[O:11]. The catalyst is C(OCC)(=O)C. The yield is 0.960.